This data is from Full USPTO retrosynthesis dataset with 1.9M reactions from patents (1976-2016). The task is: Predict the reactants needed to synthesize the given product. (1) The reactants are: [CH3:1][NH:2][CH:3]1[C:9]2=[N:10][CH:11]=[CH:12][CH:13]=[C:8]2[CH2:7][CH2:6][CH2:5][CH2:4]1.[CH3:14][N:15]1[CH2:20][CH2:19][N:18]([C:21]2[N:26]3[CH:27]=[C:28]([CH:30]=O)[N:29]=[C:25]3[CH:24]=[CH:23][CH:22]=2)[CH2:17][CH2:16]1. Given the product [CH3:1][N:2]([CH2:30][C:28]1[N:29]=[C:25]2[CH:24]=[CH:23][CH:22]=[C:21]([N:18]3[CH2:17][CH2:16][N:15]([CH3:14])[CH2:20][CH2:19]3)[N:26]2[CH:27]=1)[CH:3]1[C:9]2=[N:10][CH:11]=[CH:12][CH:13]=[C:8]2[CH2:7][CH2:6][CH2:5][CH2:4]1, predict the reactants needed to synthesize it. (2) Given the product [NH2:16][C:11]1[CH:12]=[CH:13][CH:14]=[C:15]2[C:10]=1[C:9](=[O:19])[C:8]1([NH:20][C:21]([C:23]3[N:24]([CH3:32])[C:25]4[C:30]([CH:31]=3)=[CH:29][CH:28]=[CH:27][CH:26]=4)=[O:22])[C:7]3[CH:33]=[CH:34][C:35]([CH:37]([CH3:39])[CH3:38])=[CH:36][C:6]=3[O:5][C:4]12[OH:3], predict the reactants needed to synthesize it. The reactants are: Cl.O.[OH:3][C:4]12[C:15]3[C:10](=[C:11]([N+:16]([O-])=O)[CH:12]=[CH:13][CH:14]=3)[C:9](=[O:19])[C:8]1([NH:20][C:21]([C:23]1[N:24]([CH3:32])[C:25]3[C:30]([CH:31]=1)=[CH:29][CH:28]=[CH:27][CH:26]=3)=[O:22])[C:7]1[CH:33]=[CH:34][C:35]([CH:37]([CH3:39])[CH3:38])=[CH:36][C:6]=1[O:5]2. (3) Given the product [NH2:6][C:7]1[N:12]=[C:11]([NH:13][C@@H:14]([CH2:18][CH2:19][CH2:20][CH3:21])[CH2:15][CH2:16][OH:17])[C:10]([CH2:22][C:23]2[CH:28]=[CH:27][C:26]([CH2:29][C:30]([O:32][CH3:35])=[O:31])=[CH:25][C:24]=2[F:33])=[C:9]([CH3:34])[N:8]=1, predict the reactants needed to synthesize it. The reactants are: S(=O)(=O)(O)O.[NH2:6][C:7]1[N:12]=[C:11]([NH:13][C@@H:14]([CH2:18][CH2:19][CH2:20][CH3:21])[CH2:15][CH2:16][OH:17])[C:10]([CH2:22][C:23]2[CH:28]=[CH:27][C:26]([CH2:29][C:30]([OH:32])=[O:31])=[CH:25][C:24]=2[F:33])=[C:9]([CH3:34])[N:8]=1.[C:35]([O-])(O)=O.[Na+].